From a dataset of Full USPTO retrosynthesis dataset with 1.9M reactions from patents (1976-2016). Predict the reactants needed to synthesize the given product. (1) Given the product [C:1]([CH2:3][CH2:4][O:5][P:6]([O:24][CH2:22][CH3:23])[N:7]([CH:11]([CH3:13])[CH3:12])[CH:8]([CH3:10])[CH3:9])#[N:2], predict the reactants needed to synthesize it. The reactants are: [C:1]([CH2:3][CH2:4][O:5][P:6](Cl)[N:7]([CH:11]([CH3:13])[CH3:12])[CH:8]([CH3:10])[CH3:9])#[N:2].C(N(CC)CC)C.[CH2:22]([OH:24])[CH3:23].C(OCC)C. (2) The reactants are: [O:1]=[C:2]1[C@@H:8]([NH:9]C(=O)OC(C)(C)C)[CH2:7][CH2:6][S:5][C@H:4]2[CH2:17][CH2:18][CH2:19][C@@H:20]([CH:21]=[CH2:22])[N:3]12.[C:23]([OH:29])([C:25]([F:28])([F:27])[F:26])=[O:24]. Given the product [F:26][C:25]([F:28])([F:27])[C:23]([OH:29])=[O:24].[NH2:9][C@H:8]1[CH2:7][CH2:6][S:5][C@H:4]2[CH2:17][CH2:18][CH2:19][C@@H:20]([CH:21]=[CH2:22])[N:3]2[C:2]1=[O:1], predict the reactants needed to synthesize it. (3) Given the product [CH:29]1([C@@H:27]([NH:26][C:25]([C:24]2[C:23]3[C:18](=[CH:19][CH:20]=[CH:21][CH:22]=3)[N:17]=[C:16]([C:36]3[CH:37]=[CH:38][CH:39]=[CH:40][CH:41]=3)[C:15]=2[CH2:14][N:11]2[CH2:12][CH2:13][NH:8][CH2:9][CH2:10]2)=[O:35])[CH3:28])[CH2:34][CH2:33][CH2:32][CH2:31][CH2:30]1, predict the reactants needed to synthesize it. The reactants are: C(OC([N:8]1[CH2:13][CH2:12][N:11]([CH2:14][C:15]2[C:16]([C:36]3[CH:41]=[CH:40][CH:39]=[CH:38][CH:37]=3)=[N:17][C:18]3[C:23]([C:24]=2[C:25](=[O:35])[NH:26][C@H:27]([CH:29]2[CH2:34][CH2:33][CH2:32][CH2:31][CH2:30]2)[CH3:28])=[CH:22][CH:21]=[CH:20][CH:19]=3)[CH2:10][CH2:9]1)=O)(C)(C)C.